Dataset: Full USPTO retrosynthesis dataset with 1.9M reactions from patents (1976-2016). Task: Predict the reactants needed to synthesize the given product. (1) Given the product [CH:1]1([NH:7][C:8]2[C:9]3[CH:26]=[N:25][N:24]([CH2:27][CH3:28])[C:10]=3[N:11]=[CH:12][C:13]=2[C:14]2[CH2:18][C:17]3([CH2:21][CH2:22][O:23][CH2:19]3)[O:16][N:15]=2)[CH2:6][CH2:5][CH2:4][CH2:3][CH2:2]1, predict the reactants needed to synthesize it. The reactants are: [CH:1]1([NH:7][C:8]2[C:13]([C:14]3[CH2:18][C:17]([CH2:21][CH2:22][OH:23])([CH2:19]O)[O:16][N:15]=3)=[CH:12][N:11]=[C:10]3[N:24]([CH2:27][CH3:28])[N:25]=[CH:26][C:9]=23)[CH2:6][CH2:5][CH2:4][CH2:3][CH2:2]1.C1(P(C2C=CC=CC=2)C2C=CC=CC=2)C=CC=CC=1.C1(=O)NC(=O)CC1.N(C(OC(C)C)=O)=NC(OC(C)C)=O. (2) Given the product [CH2:13]([O:12][C:4]1([O:3][CH2:1][CH3:2])[CH2:5][CH2:6][CH:7]([CH2:10][O:11][CH2:17][C:18]2[CH:23]=[CH:22][CH:21]=[CH:20][CH:19]=2)[CH2:8][CH2:9]1)[CH3:14], predict the reactants needed to synthesize it. The reactants are: [CH2:1]([O:3][C:4]1([O:12][CH2:13][CH3:14])[CH2:9][CH2:8][CH:7]([CH2:10][OH:11])[CH2:6][CH2:5]1)[CH3:2].[H-].[Na+].[CH2:17](Br)[C:18]1[CH:23]=[CH:22][CH:21]=[CH:20][CH:19]=1.O. (3) The reactants are: [Br:1][C:2]1[CH:3]=[C:4]([C:12]([O:14][CH2:15][CH3:16])=[O:13])[C:5]2[C:10]([CH3:11])=[N:9][NH:8][C:6]=2[N:7]=1.C([O-])([O-])=O.[K+].[K+].Br[CH:24]([CH3:26])[CH3:25]. Given the product [Br:1][C:2]1[CH:3]=[C:4]([C:12]([O:14][CH2:15][CH3:16])=[O:13])[C:5]2[C:10]([CH3:11])=[N:9][N:8]([CH:24]([CH3:26])[CH3:25])[C:6]=2[N:7]=1, predict the reactants needed to synthesize it. (4) The reactants are: [CH2:1]([S:3](=[NH:29])([C:5]1[C:6]([C:15]2[N:27]([CH3:28])[C:18]3=[N:19][CH:20]=[C:21]([C:23]([F:26])([F:25])[F:24])[CH:22]=[C:17]3[N:16]=2)=[N:7][CH:8]=[C:9]([C:11]([F:14])([F:13])[F:12])[CH:10]=1)=[O:4])[CH3:2].[CH:30](OC)(OC)[O:31]C. Given the product [CH2:1]([S:3]([C:5]1[C:6]([C:15]2[N:27]([CH3:28])[C:18]3=[N:19][CH:20]=[C:21]([C:23]([F:26])([F:25])[F:24])[CH:22]=[C:17]3[N:16]=2)=[N:7][CH:8]=[C:9]([C:11]([F:12])([F:13])[F:14])[CH:10]=1)(=[O:4])=[N:29][CH:30]=[O:31])[CH3:2], predict the reactants needed to synthesize it. (5) Given the product [OH:7][NH:6][C:4](=[O:5])[C@@H:3]([NH:8][C:9](=[O:23])[C:10]1[CH:15]=[CH:14][C:13]([C:16]#[C:17][C:18]#[C:19][CH2:20][CH2:21][OH:22])=[CH:12][CH:11]=1)[C@H:2]([NH:1][CH3:27])[CH3:24], predict the reactants needed to synthesize it. The reactants are: [NH2:1][C@H:2]([CH3:24])[C@H:3]([NH:8][C:9](=[O:23])[C:10]1[CH:15]=[CH:14][C:13]([C:16]#[C:17][C:18]#[C:19][CH2:20][CH2:21][OH:22])=[CH:12][CH:11]=1)[C:4]([NH:6][OH:7])=[O:5].C=O.[CH3:27]CN(C(C)C)C(C)C.C([BH3-])#N.[Na+].C(O)(C(F)(F)F)=O. (6) The reactants are: [Cl:1][C:2]1[C:3]([F:42])=[C:4]([CH:39]=[CH:40][CH:41]=1)[CH2:5][NH:6][C:7]([C@@H:9]1[CH2:13][C@:12]([F:15])([CH3:14])[CH2:11][N:10]1[C:16](=[O:38])[CH2:17][N:18]1[C:26]2[C:21](=[CH:22][CH:23]=[C:24]([O:27]CC3C=CC=CC=3)[CH:25]=2)[C:20]([C:35](=[O:37])[CH3:36])=[CH:19]1)=[O:8].C(O)(C(F)(F)F)=O.C1(SC)C=CC=CC=1. Given the product [Cl:1][C:2]1[C:3]([F:42])=[C:4]([CH:39]=[CH:40][CH:41]=1)[CH2:5][NH:6][C:7]([C@@H:9]1[CH2:13][C@:12]([F:15])([CH3:14])[CH2:11][N:10]1[C:16](=[O:38])[CH2:17][N:18]1[C:26]2[C:21](=[CH:22][CH:23]=[C:24]([OH:27])[CH:25]=2)[C:20]([C:35](=[O:37])[CH3:36])=[CH:19]1)=[O:8], predict the reactants needed to synthesize it. (7) Given the product [S:18]1[C:22]([C:2]2[CH:3]=[C:4]3[CH2:10][C@:9]4([CH:15]5[CH2:16][CH2:17][N:12]([CH2:13][CH2:14]5)[CH2:11]4)[O:8][C:5]3=[N:6][CH:7]=2)=[CH:21][C:20]2[CH:26]=[CH:27][CH:28]=[CH:29][C:19]1=2, predict the reactants needed to synthesize it. The reactants are: Br[C:2]1[CH:3]=[C:4]2[CH2:10][C@:9]3([CH:15]4[CH2:16][CH2:17][N:12]([CH2:13][CH2:14]4)[CH2:11]3)[O:8][C:5]2=[N:6][CH:7]=1.[S:18]1[C:22](B(O)O)=[CH:21][C:20]2[CH:26]=[CH:27][CH:28]=[CH:29][C:19]1=2. (8) Given the product [Br:21][CH:22]([CH3:26])[C:23]([O:13][CH2:1][CH2:2][CH2:3][CH2:4][CH2:5][CH2:6][CH2:7][CH2:8][CH2:9][CH2:10][CH2:11][CH3:12])=[O:24], predict the reactants needed to synthesize it. The reactants are: [CH2:1]([OH:13])[CH2:2][CH2:3][CH2:4][CH2:5][CH2:6][CH2:7][CH2:8][CH2:9][CH2:10][CH2:11][CH3:12].C(N(CC)CC)C.[Br:21][CH:22]([CH3:26])[C:23](Br)=[O:24]. (9) Given the product [OH:19][CH2:18][C:14]1([NH:13][S:10]([C:6]2[C:7]([CH3:9])=[CH:8][C:3]([O:2][CH3:1])=[CH:4][C:5]=2[CH3:22])(=[O:12])=[O:11])[CH2:15][CH2:16][CH2:17]1, predict the reactants needed to synthesize it. The reactants are: [CH3:1][O:2][C:3]1[CH:8]=[C:7]([CH3:9])[C:6]([S:10]([NH:13][C:14]2([C:18](OC)=[O:19])[CH2:17][CH2:16][CH2:15]2)(=[O:12])=[O:11])=[C:5]([CH3:22])[CH:4]=1.[H-].[H-].[H-].[H-].[Li+].[Al+3].[O-]S([O-])(=O)=O.[Na+].[Na+]. (10) Given the product [CH3:22][O:23][Si:24]([O:27][CH3:28])([O:25][CH3:26])[CH2:2][CH2:1][CH:3]1[CH2:8][CH:7]2[CH2:9][CH:4]1[CH:5]=[CH:6]2.[CH:1]([CH:3]1[CH2:8][C:7]2([Si:24]([O:27][CH3:28])([O:25][CH3:26])[O:23][CH3:22])[CH2:9][CH:4]1[CH2:5][CH2:6]2)=[CH2:2], predict the reactants needed to synthesize it. The reactants are: [CH:1]([CH:3]1[CH2:8][CH:7]2[CH2:9][CH:4]1[CH:5]=[CH:6]2)=[CH2:2].C1(C)C=CC=CC=1.C(=O)([O-])O.[NH4+].[CH3:22][O:23][SiH:24]([O:27][CH3:28])[O:25][CH3:26].